From a dataset of Reaction yield outcomes from USPTO patents with 853,638 reactions. Predict the reaction yield, written as a fraction of the theoretical maximum amount of product (1.0 means a 100% yield; for example, 0.34 means a 34% yield). (1) The reactants are [CH2:1]([N:5]1[C:9](=[O:10])[C:8](O)=[C:7]([C:12]2[CH:17]=[CH:16][CH:15]=[CH:14][CH:13]=2)[S:6]1(=[O:19])=[O:18])[CH2:2][CH2:3][CH3:4].C(Cl)(=O)C([Cl:23])=O.CN(C=O)C. The product is [CH2:1]([N:5]1[C:9](=[O:10])[C:8]([Cl:23])=[C:7]([C:12]2[CH:17]=[CH:16][CH:15]=[CH:14][CH:13]=2)[S:6]1(=[O:19])=[O:18])[CH2:2][CH2:3][CH3:4]. The yield is 0.880. The catalyst is C(Cl)Cl. (2) The reactants are C([O:6][CH2:7][C@H:8]1[O:12][C@@H:11]([N:13]2[CH:21]=[N:20][C:19]3[C:14]2=[N:15][C:16]([NH2:23])=[N:17][C:18]=3[NH2:22])[CH2:10][O:9]1)(=O)C(C)C.CC(O)C. The catalyst is N. The product is [NH2:23][C:16]1[N:15]=[C:14]2[C:19]([N:20]=[CH:21][N:13]2[C@H:11]2[CH2:10][O:9][C@@H:8]([CH2:7][OH:6])[O:12]2)=[C:18]([NH2:22])[N:17]=1. The yield is 0.830. (3) The reactants are [Cl:1][C:2]1[C:3]([NH:15][CH:16]2[CH2:33][CH2:32][C:19]3([CH2:24][CH2:23][N:22](C(OC(C)(C)C)=O)[CH2:21][CH2:20]3)[CH2:18][CH2:17]2)=[N:4][C:5]([NH:8][C:9]2[N:10]=[CH:11][N:12]([CH3:14])[CH:13]=2)=[N:6][CH:7]=1.Cl. The catalyst is C(Cl)Cl.CCOC(C)=O. The product is [ClH:1].[Cl:1][C:2]1[C:3]([NH:15][CH:16]2[CH2:33][CH2:32][C:19]3([CH2:24][CH2:23][NH:22][CH2:21][CH2:20]3)[CH2:18][CH2:17]2)=[N:4][C:5]([NH:8][C:9]2[N:10]=[CH:11][N:12]([CH3:14])[CH:13]=2)=[N:6][CH:7]=1. The yield is 0.988.